From a dataset of Catalyst prediction with 721,799 reactions and 888 catalyst types from USPTO. Predict which catalyst facilitates the given reaction. (1) Reactant: [O:1]=[C:2]1[NH:10][C:5]2=[N:6][CH:7]=[CH:8][CH:9]=[C:4]2[N:3]1[CH:11]1[CH2:16][CH2:15][N:14](C(OCC2C=CC=CC=2)=O)[CH2:13][CH2:12]1.[H][H]. Product: [NH:14]1[CH2:13][CH2:12][CH:11]([N:3]2[C:4]3[C:5](=[N:6][CH:7]=[CH:8][CH:9]=3)[NH:10][C:2]2=[O:1])[CH2:16][CH2:15]1. The catalyst class is: 19. (2) Reactant: CCN(CC)CC.Cl.[NH:9]1[CH2:12][CH:11]([CH2:13][OH:14])[CH2:10]1.[C:15](O[C:15]([O:17][C:18]([CH3:21])([CH3:20])[CH3:19])=[O:16])([O:17][C:18]([CH3:21])([CH3:20])[CH3:19])=[O:16]. Product: [OH:14][CH2:13][CH:11]1[CH2:12][N:9]([C:15]([O:17][C:18]([CH3:21])([CH3:20])[CH3:19])=[O:16])[CH2:10]1. The catalyst class is: 5. (3) Reactant: [C:1]1([C:7]([C:18]2[CH:23]=[CH:22][C:21]([N+:24]([O-:26])=[O:25])=[CH:20][N:19]=2)(C(OCC)=O)C(OCC)=O)[CH:6]=[CH:5][CH:4]=[CH:3][CH:2]=1.O.S(=O)(=O)(O)O.C(=O)([O-])O.[Na+]. Product: [CH2:7]([C:18]1[CH:23]=[CH:22][C:21]([N+:24]([O-:26])=[O:25])=[CH:20][N:19]=1)[C:1]1[CH:6]=[CH:5][CH:4]=[CH:3][CH:2]=1. The catalyst class is: 8. (4) Reactant: Br[C:2]1[CH:7]=[CH:6][C:5]([C:8]([F:11])([F:10])[F:9])=[CH:4][C:3]=1[CH2:12][CH2:13][C:14]([OH:16])=O.C([Li])CCC. Product: [F:11][C:8]([F:9])([F:10])[C:5]1[CH:4]=[C:3]2[C:2](=[CH:7][CH:6]=1)[C:14](=[O:16])[CH2:13][CH2:12]2. The catalyst class is: 134. (5) Reactant: [CH2:1]([O:8][CH2:9][CH2:10][CH:11]1[CH2:16][CH2:15]C(=O)[CH2:13][CH2:12]1)[C:2]1[CH:7]=[CH:6][CH:5]=[CH:4][CH:3]=1.C(O[CH:21]([O:25][CH2:26][CH3:27])[O:22][CH2:23][CH3:24])C.O.C1(C)C=CC(S(O)(=O)=O)=CC=1.C(N(CC)CC)C. Product: [CH2:26]([O:25][C:21]1([O:22][CH2:23][CH3:24])[CH2:13][CH2:12][CH:11]([CH2:10][CH2:9][O:8][CH2:1][C:2]2[CH:3]=[CH:4][CH:5]=[CH:6][CH:7]=2)[CH2:16][CH2:15]1)[CH3:27]. The catalyst class is: 8. (6) Reactant: [Cl:1][C:2]1[CH:3]=[C:4]2[C:9](=[CH:10][C:11]=1[C:12]([OH:14])=O)[N:8]=[CH:7][N:6]=[C:5]2[NH:15][CH:16]([C:18]1[NH:22][C:21]2[CH:23]=[CH:24][C:25]([Cl:27])=[CH:26][C:20]=2[N:19]=1)[CH3:17].FC1C(OC(N(C)C)=[N+](C)C)=C(F)C(F)=C(F)C=1F.F[P-](F)(F)(F)(F)F.C(N(C(C)C)CC)(C)C.[CH3:63][CH:64]1[O:69][CH2:68][CH2:67][NH:66][CH2:65]1. Product: [Cl:1][C:2]1[CH:3]=[C:4]2[C:9](=[CH:10][C:11]=1[C:12]([N:66]1[CH2:67][CH2:68][O:69][CH:64]([CH3:63])[CH2:65]1)=[O:14])[N:8]=[CH:7][N:6]=[C:5]2[NH:15][CH:16]([C:18]1[NH:22][C:21]2[CH:23]=[CH:24][C:25]([Cl:27])=[CH:26][C:20]=2[N:19]=1)[CH3:17]. The catalyst class is: 16. (7) Reactant: O[CH:2]=[C:3]1[C:11]2[C:6](=[CH:7][C:8]([C:12]([C:14]3[CH:15]=[C:16]([NH:20][C:21]([C:23]4[N:24]([CH2:29][CH3:30])[N:25]=[C:26]([CH3:28])[CH:27]=4)=[O:22])[CH:17]=[CH:18][CH:19]=3)=[O:13])=[CH:9][CH:10]=2)[NH:5][C:4]1=[O:31].[NH2:32][C:33]1[CH:34]=[CH:35][C:36]([CH3:40])=[C:37]([OH:39])[CH:38]=1. Product: [OH:39][C:37]1[CH:38]=[C:33]([NH:32][CH:2]=[C:3]2[C:11]3[C:6](=[CH:7][C:8]([C:12]([C:14]4[CH:15]=[C:16]([NH:20][C:21]([C:23]5[N:24]([CH2:29][CH3:30])[N:25]=[C:26]([CH3:28])[CH:27]=5)=[O:22])[CH:17]=[CH:18][CH:19]=4)=[O:13])=[CH:9][CH:10]=3)[NH:5][C:4]2=[O:31])[CH:34]=[CH:35][C:36]=1[CH3:40]. The catalyst class is: 1. (8) Product: [C:26]([CH:10]1[C:11]2[C:6](=[C:5]([O:4][CH:1]([CH3:3])[CH3:2])[CH:14]=[CH:13][CH:12]=2)[CH2:7][CH2:8][C:9]1([NH2:18])[C:15]([OH:17])=[O:16])([O:27][CH2:28][CH:29]1[C:30]2[C:35](=[CH:34][CH:33]=[CH:32][CH:31]=2)[C:36]2[C:41]1=[CH:40][CH:39]=[CH:38][CH:37]=2)=[O:42]. The catalyst class is: 47. Reactant: [CH:1]([O:4][C:5]1[CH:14]=[CH:13][CH:12]=[C:11]2[C:6]=1[CH2:7][CH2:8][C:9]([NH2:18])([C:15]([OH:17])=[O:16])[CH2:10]2)([CH3:3])[CH3:2].C(N(CC)CC)C.[C:26](=O)([O:42]N1C(=O)CCC1=O)[O:27][CH2:28][CH:29]1[C:41]2[CH:40]=[CH:39][CH:38]=[CH:37][C:36]=2[C:35]2[C:30]1=[CH:31][CH:32]=[CH:33][CH:34]=2. (9) Reactant: [F:1][C:2]([F:18])([F:17])[O:3][C:4]1[CH:9]=[CH:8][C:7]([CH:10]2[CH2:15][CH2:14][CH2:13][CH2:12][C:11]2=[O:16])=[CH:6][CH:5]=1.[Br:19]Br. The catalyst class is: 22. Product: [Br:19][CH:12]1[C:11](=[O:16])[CH:10]([C:7]2[CH:6]=[CH:5][C:4]([O:3][C:2]([F:17])([F:18])[F:1])=[CH:9][CH:8]=2)[CH2:15][CH2:14][CH2:13]1.